This data is from Forward reaction prediction with 1.9M reactions from USPTO patents (1976-2016). The task is: Predict the product of the given reaction. (1) Given the reactants [N:1]1([NH2:10])[C:9]2[C:4](=[CH:5][CH:6]=[CH:7][CH:8]=2)[CH:3]=[CH:2]1.[C:11]1([N:17]=[C:18]=[O:19])[CH:16]=[CH:15][CH:14]=[CH:13][CH:12]=1, predict the reaction product. The product is: [N:1]1([NH:10][C:18]([NH:17][C:11]2[CH:16]=[CH:15][CH:14]=[CH:13][CH:12]=2)=[O:19])[C:9]2[C:4](=[CH:5][CH:6]=[CH:7][CH:8]=2)[CH:3]=[CH:2]1. (2) Given the reactants Br[C:2]1[CH:3]=[N:4][C:5]2[N:6]([CH:8]=[C:9]([CH2:11][O:12][C:13]3[CH:18]=[CH:17][CH:16]=[CH:15][N:14]=3)[N:10]=2)[CH:7]=1.[Cl:19][C:20]1[CH:25]=[CH:24][C:23](B(O)O)=[C:22]([O:29][CH3:30])[CH:21]=1, predict the reaction product. The product is: [Cl:19][C:20]1[CH:25]=[CH:24][C:23]([C:2]2[CH:3]=[N:4][C:5]3[N:6]([CH:8]=[C:9]([CH2:11][O:12][C:13]4[CH:18]=[CH:17][CH:16]=[CH:15][N:14]=4)[N:10]=3)[CH:7]=2)=[C:22]([O:29][CH3:30])[CH:21]=1. (3) Given the reactants [S:1](Cl)([CH3:4])(=[O:3])=[O:2].[C:6]([S:25][CH2:26][CH2:27][CH2:28][OH:29])([C:19]1[CH:24]=[CH:23][CH:22]=[CH:21][CH:20]=1)([C:13]1[CH:18]=[CH:17][CH:16]=[CH:15][CH:14]=1)[C:7]1[CH:12]=[CH:11][CH:10]=[CH:9][CH:8]=1.C(N(CC)CC)C, predict the reaction product. The product is: [C:6]([S:25][CH2:26][CH2:27][CH2:28][O:29][S:1]([CH3:4])(=[O:3])=[O:2])([C:13]1[CH:18]=[CH:17][CH:16]=[CH:15][CH:14]=1)([C:19]1[CH:20]=[CH:21][CH:22]=[CH:23][CH:24]=1)[C:7]1[CH:12]=[CH:11][CH:10]=[CH:9][CH:8]=1. (4) Given the reactants [O:1]1[CH2:6][CH2:5][C:4](=O)[CH2:3][CH2:2]1.[CH3:8][CH:9]([CH3:12])[CH2:10][NH2:11].[S-:13][C:14]#[N:15].[K+].II, predict the reaction product. The product is: [CH2:10]([N:11]1[C:4]2[CH2:3][CH2:2][O:1][CH2:6][C:5]=2[S:13][C:14]1=[NH:15])[CH:9]([CH3:12])[CH3:8]. (5) Given the reactants [CH3:1][C:2]1[C:14]([OH:15])=[C:13]([CH3:16])[C:12]([CH3:17])=[C:11]2[C:3]=1[CH:4](O)[CH2:5][C:6]1([O:10]2)[CH2:9][CH2:8][CH2:7]1.[CH3:19][CH:20]([SH:22])[CH3:21].O.C(=O)(O)[O-].[Na+], predict the reaction product. The product is: [CH:20]([S:22][CH:4]1[C:3]2[C:11](=[C:12]([CH3:17])[C:13]([CH3:16])=[C:14]([OH:15])[C:2]=2[CH3:1])[O:10][C:6]2([CH2:9][CH2:8][CH2:7]2)[CH2:5]1)([CH3:21])[CH3:19]. (6) Given the reactants [F:1][C:2]1[CH:3]=[C:4]([N:14]2[CH2:18][C@H:17]([CH2:19][OH:20])[O:16][C:15]2=[O:21])[CH:5]=[CH:6][C:7]=1[N:8]1[CH:12]=[C:11]([CH3:13])[N:10]=[CH:9]1.C(N(CC)CC)C.[CH3:29][S:30](Cl)(=[O:32])=[O:31], predict the reaction product. The product is: [F:1][C:2]1[CH:3]=[C:4]([N:14]2[CH2:18][C@H:17]([CH2:19][O:20][S:30]([CH3:29])(=[O:32])=[O:31])[O:16][C:15]2=[O:21])[CH:5]=[CH:6][C:7]=1[N:8]1[CH:12]=[C:11]([CH3:13])[N:10]=[CH:9]1. (7) Given the reactants [CH:1]1([SH:6])[CH2:5][CH2:4][CH2:3][CH2:2]1.[H-].[Na+].Cl[C:10]1[C:15]([Cl:16])=[CH:14][CH:13]=[CH:12][N:11]=1.[NH4+].[Cl-], predict the reaction product. The product is: [Cl:16][C:15]1[C:10]([S:6][CH:1]2[CH2:5][CH2:4][CH2:3][CH2:2]2)=[N:11][CH:12]=[CH:13][CH:14]=1.